Regression. Given a peptide amino acid sequence and an MHC pseudo amino acid sequence, predict their binding affinity value. This is MHC class I binding data. From a dataset of Peptide-MHC class I binding affinity with 185,985 pairs from IEDB/IMGT. (1) The binding affinity (normalized) is 0.0847. The MHC is HLA-B15:01 with pseudo-sequence HLA-B15:01. The peptide sequence is MEIYIWDHD. (2) The peptide sequence is ILMARYMSK. The MHC is HLA-B46:01 with pseudo-sequence HLA-B46:01. The binding affinity (normalized) is 0.0847. (3) The peptide sequence is VLLSKRPSL. The MHC is HLA-B08:01 with pseudo-sequence HLA-B08:01. The binding affinity (normalized) is 0.597. (4) The binding affinity (normalized) is 0.391. The MHC is HLA-B51:01 with pseudo-sequence HLA-B51:01. The peptide sequence is EAKLFFQVI. (5) The binding affinity (normalized) is 0.0847. The peptide sequence is MSSAAHLLY. The MHC is HLA-B27:05 with pseudo-sequence HLA-B27:05. (6) The peptide sequence is VTGSYNLVDT. The MHC is HLA-A02:03 with pseudo-sequence HLA-A02:03. The binding affinity (normalized) is 0. (7) The peptide sequence is EYADVFHLYL. The MHC is Patr-A0901 with pseudo-sequence Patr-A0901. The binding affinity (normalized) is 0.641. (8) The peptide sequence is DIKLIDIAL. The MHC is HLA-B35:01 with pseudo-sequence HLA-B35:01. The binding affinity (normalized) is 0.0847. (9) The peptide sequence is FLPSDYFPSV. The MHC is HLA-B14:01 with pseudo-sequence HLA-B14:02. The binding affinity (normalized) is 0.342.